This data is from Reaction yield outcomes from USPTO patents with 853,638 reactions. The task is: Predict the reaction yield, written as a fraction of the theoretical maximum amount of product (1.0 means a 100% yield; for example, 0.34 means a 34% yield). The reactants are [C:1]([C:3]1[CH:11]=[CH:10][C:6]([C:7]([NH2:9])=[O:8])=[CH:5][C:4]=1[N+:12]([O-:14])=[O:13])#[CH:2].[C:15](OC(=O)C)(=[O:17])[CH3:16]. The catalyst is C(O)(=O)C. The product is [C:15]([NH:9][C:7](=[O:8])[C:6]1[CH:10]=[CH:11][C:3]([C:1]#[CH:2])=[C:4]([N+:12]([O-:14])=[O:13])[CH:5]=1)(=[O:17])[CH3:16]. The yield is 0.226.